Dataset: Forward reaction prediction with 1.9M reactions from USPTO patents (1976-2016). Task: Predict the product of the given reaction. (1) Given the reactants [CH3:1][S:2](Cl)(=[O:4])=[O:3].[F:6][C:7]1[CH:8]=[CH:9][C:10]([CH2:13][OH:14])=[N:11][CH:12]=1.C(N(CC)C(C)C)(C)C, predict the reaction product. The product is: [CH3:1][S:2]([O:14][CH2:13][C:10]1[CH:9]=[CH:8][C:7]([F:6])=[CH:12][N:11]=1)(=[O:4])=[O:3]. (2) The product is: [NH2:14][C:15]1[N:16]=[CH:17][C:18]([B:29]2[O:46][C:43]([CH3:45])([CH3:44])[C:40]([CH3:42])([CH3:41])[O:39]2)=[CH:19][N:20]=1. Given the reactants C(=[N:14][C:15]1[N:20]=[CH:19][C:18](Br)=[CH:17][N:16]=1)(C1C=CC=CC=1)C1C=CC=CC=1.C([Li])CCC.CO[B:29](OC)OC.S(=O)(=O)(O)O.[OH:39][C:40]([C:43]([OH:46])([CH3:45])[CH3:44])([CH3:42])[CH3:41].[OH-].[Na+], predict the reaction product. (3) Given the reactants C([O:4][C@H:5]([CH2:32][N:33]1[CH2:37][CH2:36][CH2:35][CH2:34]1)[CH2:6][O:7][C:8]1[CH:17]=[C:16]2[C:11]([C:12]([O:18][C:19]3[C:20]([F:29])=[C:21]4[C:25](=[CH:26][CH:27]=3)[NH:24][C:23]([CH3:28])=[CH:22]4)=[N:13][CH:14]=[N:15]2)=[CH:10][C:9]=1[O:30][CH3:31])(=O)C.N, predict the reaction product. The product is: [OH:4][C@H:5]([CH2:32][N:33]1[CH2:37][CH2:36][CH2:35][CH2:34]1)[CH2:6][O:7][C:8]1[CH:17]=[C:16]2[C:11]([C:12]([O:18][C:19]3[C:20]([F:29])=[C:21]4[C:25](=[CH:26][CH:27]=3)[NH:24][C:23]([CH3:28])=[CH:22]4)=[N:13][CH:14]=[N:15]2)=[CH:10][C:9]=1[O:30][CH3:31]. (4) Given the reactants [CH2:1]([N:3]1[CH2:8][CH2:7][N:6]([C:9]2[CH:10]=[C:11]([NH:15][C:16]3[N:21]=[CH:20][C:19](/[CH:22]=[CH:23]/[C:24]4[CH:25]=[C:26]([CH:31]=[C:32]([O:34][CH3:35])[CH:33]=4)[C:27]([NH:29][CH3:30])=[O:28])=[CH:18][N:17]=3)[CH:12]=[CH:13][CH:14]=2)[CH2:5][CH2:4]1)[CH3:2], predict the reaction product. The product is: [CH2:1]([N:3]1[CH2:8][CH2:7][N:6]([C:9]2[CH:10]=[C:11]([NH:15][C:16]3[N:17]=[CH:18][C:19]([CH2:22][CH2:23][C:24]4[CH:25]=[C:26]([CH:31]=[C:32]([O:34][CH3:35])[CH:33]=4)[C:27]([NH:29][CH3:30])=[O:28])=[CH:20][N:21]=3)[CH:12]=[CH:13][CH:14]=2)[CH2:5][CH2:4]1)[CH3:2]. (5) Given the reactants [C:1]([C:3]1[CH:4]=[C:5]([CH:9]=[C:10]([C:12]([F:15])([F:14])[F:13])[CH:11]=1)[C:6](O)=[O:7])#[N:2].CN(C=O)C.C(Cl)(=O)C([Cl:24])=O.CO.ClCCl, predict the reaction product. The product is: [C:1]([C:3]1[CH:4]=[C:5]([CH:9]=[C:10]([C:12]([F:15])([F:14])[F:13])[CH:11]=1)[C:6]([Cl:24])=[O:7])#[N:2]. (6) The product is: [C:51]([OH:56])(=[O:55])[C:52]([OH:54])=[O:53].[CH3:1][O:2][C:3]1[CH:15]=[CH:14][C:6]2[N:7]([C:8]3[CH:13]=[CH:12][CH:11]=[CH:10][N:9]=3)[C:25](/[CH:24]=[CH:23]/[C:19]3[S:20][CH:21]=[CH:22][C:18]=3[CH3:17])=[N:16][C:5]=2[CH:4]=1. Given the reactants [CH3:1][O:2][C:3]1[CH:15]=[CH:14][C:6]([NH:7][C:8]2[CH:13]=[CH:12][CH:11]=[CH:10][N:9]=2)=[C:5]([NH2:16])[CH:4]=1.[CH3:17][C:18]1[CH:22]=[CH:21][S:20][C:19]=1/[CH:23]=[CH:24]/[C:25](Cl)=O.N1C=CC=CC=1N1C2C=CC=CC=2N=C1/C=C/C1C=CC=CC=1.[C:51]([OH:56])(=[O:55])[C:52]([OH:54])=[O:53], predict the reaction product.